From a dataset of Catalyst prediction with 721,799 reactions and 888 catalyst types from USPTO. Predict which catalyst facilitates the given reaction. (1) Reactant: C(OC(=O)[C:5]([NH:7][C:8]1[CH:13]=[CH:12][N:11]=[C:10]([C:14]2[CH2:23][CH2:22][C:21]3[C:16](=[CH:17][CH:18]=[CH:19][CH:20]=3)[CH:15]=2)[CH:9]=1)=O)C.[H-].[Al+3].[Li+].[H-].[H-].[H-]. Product: [CH:15]1[C:16]2[C:21](=[CH:20][CH:19]=[CH:18][CH:17]=2)[CH2:22][CH2:23][C:14]=1[C:10]1[CH:9]=[C:8]([NH:7][CH3:5])[CH:13]=[CH:12][N:11]=1. The catalyst class is: 1. (2) The catalyst class is: 370. Product: [ClH:37].[F:23][C:18]1[CH:19]=[CH:20][CH:21]=[CH:22][C:17]=1[CH2:16][O:15][C:12]1[CH:13]=[CH:14][C:9]([C@@H:6]2[NH:5][C@:4]([CH2:31][O:32][CH3:33])([C:2]([NH2:1])=[O:3])[CH2:8][CH2:7]2)=[CH:10][CH:11]=1. Reactant: [NH2:1][C:2]([C@:4]1([CH2:31][O:32][CH3:33])[CH2:8][CH2:7][C@H:6]([C:9]2[CH:14]=[CH:13][C:12]([O:15][CH2:16][C:17]3[CH:22]=[CH:21][CH:20]=[CH:19][C:18]=3[F:23])=[CH:11][CH:10]=2)[N:5]1C(OC(C)(C)C)=O)=[O:3].C([Cl:37])(C)=O. (3) Reactant: [OH-:1].[Na+].[C:3]([C:5]1[CH:6]=[C:7]([N:11]2[CH2:16][CH2:15][N:14]([C:17]([C:19]3[N:20]([CH2:30][C:31]([O:33]C)=[O:32])[CH:21]=[CH:22][C:23]=3[C:24]3[CH:29]=[CH:28][CH:27]=[CH:26][CH:25]=3)=[O:18])[CH2:13][CH2:12]2)[CH:8]=[CH:9][CH:10]=1)#[N:4]. The catalyst class is: 5. Product: [C:3]([C:5]1[CH:6]=[C:7]([N:11]2[CH2:16][CH2:15][N:14]([C:17]([C:19]3[N:20]([CH2:30][C:31]([OH:33])=[O:32])[CH:21]=[CH:22][C:23]=3[C:24]3[CH:29]=[CH:28][CH:27]=[CH:26][CH:25]=3)=[O:18])[CH2:13][CH2:12]2)[CH:8]=[CH:9][CH:10]=1)(=[O:1])[NH2:4]. (4) Reactant: N1C=CN=C1.[Si:6](Cl)([C:9]([CH3:12])([CH3:11])[CH3:10])([CH3:8])[CH3:7].[C:14]([O:18][C:19]([NH:21][C:22]1[CH:27]=[C:26]([CH2:28][OH:29])[CH:25]=[CH:24][N:23]=1)=[O:20])([CH3:17])([CH3:16])[CH3:15].C(OCC)(=O)C. Product: [C:14]([O:18][C:19]([NH:21][C:22]1[CH:27]=[C:26]([CH2:28][O:29][Si:6]([C:9]([CH3:12])([CH3:11])[CH3:10])([CH3:8])[CH3:7])[CH:25]=[CH:24][N:23]=1)=[O:20])([CH3:17])([CH3:15])[CH3:16]. The catalyst class is: 9. (5) The catalyst class is: 107. Product: [NH:26]([C:11]1[N:10]([CH:2]2[CH2:3][C:4]3[C:9](=[CH:8][CH:7]=[CH:6][CH:5]=3)[CH2:1]2)[C:19](=[O:20])[C:18]2[C:13](=[CH:14][C:15]([C:21]([F:24])([F:23])[F:22])=[CH:16][CH:17]=2)[N:12]=1)[NH2:27]. Reactant: [CH2:1]1[C:9]2[C:4](=[CH:5][CH:6]=[CH:7][CH:8]=2)[CH2:3][CH:2]1[N:10]1[C:19](=[O:20])[C:18]2[C:13](=[CH:14][C:15]([C:21]([F:24])([F:23])[F:22])=[CH:16][CH:17]=2)[NH:12][C:11]1=S.[NH2:26][NH2:27].O.